Dataset: Experimentally validated miRNA-target interactions with 360,000+ pairs, plus equal number of negative samples. Task: Binary Classification. Given a miRNA mature sequence and a target amino acid sequence, predict their likelihood of interaction. (1) The miRNA is gga-miR-9-5p with sequence UCUUUGGUUAUCUAGCUGUAUGA. The protein sequence of the target gene is MKAQTALSFFLILITSLSGSQGIFPLAFFIYVPMNEQIVIGRLDEDIILPSSFERGSEVVIHWKYQDSYKVHSYYKGSDHLESQDPRYANRTSLFYNEIQNGNASLFFRRVSLLDEGIYTCYVGTAIQVITNKVVLKVGVFLTPVMKYEKRNTNSFLICSVLSVYPRPIITWKMDNTPISENNMEETGSLDSFSINSPLNITGSNSSYECTIENSLLKQTWTGRWTMKDGLHKMQSEHVSLSCQPVNDYFSPNQDFKVTWSRMKSGTFSVLAYYLSSSQNTIINESRFSWNKELINQSDF.... Result: 0 (no interaction). (2) The miRNA is hsa-miR-3152-5p with sequence AUUGCCUCUGUUCUAACACAAG. The protein sequence of the target gene is MLRPGAQLLRGLLLRSCPLQGSPGRPRSVCGREGEEKPPLSAETQWKDRAETVIIGGGCVGVSLAYHLAKAGMKDVVLLEKSELTAGSTWHAAGLTTYFHPGINLKKIHYDSIKLYEKLEEETGQVVGFHQPGSIRLATTPVRVDEFKYQMTRTGWHATEQYLIEPEKIQEMFPLLNMNKVLAGLYNPGDGHIDPYSLTMALAAGARKCGALLKYPAPVTSLKARSDGTWDVETPQGSMRANRIVNAAGFWAREVGKMIGLEHPLIPVQHQYVVTSTISEVKALKRELPVLRDLEGSYYL.... Result: 1 (interaction). (3) The miRNA is hsa-miR-548ay-3p with sequence CAAAACCGCGAUUACUCUUGCA. The protein sequence of the target gene is MPAARVEYIAPWWVVWLHSVPHLGLRLQRVDSTFSPGDETYQESLLFLGVLAAIGLGLNLIFLTVYLVCTCCCRRDHTVQTKQQESCCVTWTAVVAGLLCCAAVGVGFYGNSETNDGMHQLIYSLDNANHTFSGMDELVSANTQRMKVDLEQHLARLSEIIAARGDYIQTLKFMQQMAGNVVSQLSGLPVWREVTTQLTKLSHQTAYVEYYRWLSYLLLFILDLVICLVTCLGLARRSKCLLASMLCCGILTLILSWASLAADAAAAVGTSDFCMAPDIYILNNTGSQINSEVTRYYLHC.... Result: 0 (no interaction). (4) The miRNA is mmu-miR-693-5p with sequence CAGCCACAUCCGAAAGUUUUC. The protein sequence of the target gene is MSSEAETQQPPAAPPAAPALSAADTKPGTTGSGAGSGGPGGLTSAAPAGGDKKVIATKVLGTVKWFNVRNGYGFINRNDTKEDVFVHQTAIKKNNPRKYLRSVGDGETVEFDVVEGEKGAEAANVTGPGGVPVQGSKYAADRNHYRRYPRRRGPPRNYQQNYQNSESGEKNEGSESAPEGQAQQRRPYRRRRFPPYYMRRPYGRRPQYSNPPVQGEVMEGADNQGAGEQGRPVRQNMYRGYRPRFRRGPPRQRQPREDGNEEDKENQGDETQGQQPPQRRYRRNFNYRRRRPENPKPQDG.... Result: 0 (no interaction). (5) The miRNA is hsa-miR-1295b-3p with sequence AAUAGGCCACGGAUCUGGGCAA. The protein sequence of the target gene is MAPARENVSLFFKLYCLTVMTLVAAAYTVALRYTRTTAEELYFSTTAVCITEVIKLLISVGLLAKETGSLGRFKASLSENVLGSPKELAKLSVPSLVYAVQNNMAFLALSNLDAAVYQVTYQLKIPCTALCTVLMLNRTLSKLQWISVFMLCGGVTLVQWKPAQATKVVVAQNPLLGFGAIAIAVLCSGFAGVYFEKVLKSSDTSLWVRNIQMYLSGIVVTLAGTYLSDGAEIQEKGFFYGYTYYVWFVIFLASVGGLYTSVVVKYTDNIMKGFSAAAAIVLSTIASVLLFGLQITLSFA.... Result: 0 (no interaction). (6) The miRNA is mmu-miR-346-5p with sequence UGUCUGCCCGAGUGCCUGCCUCU. The protein sequence of the target gene is MEFYDGDLKDIWDSDLDPESLKISPDHDMHDWLFDRDVKDPTVILNDKLISDALLNGTQPIKTEHSYSLSSDVDSLPDSPKSLQAKIEDMDDECFPAISPKTATNGRVTIDPKYLTFHVPPTHATPISRLSSNPALNTSVADLTRSSGLQSLQAHQPHHGSGSSHVVVANLEHFQLPQHLYDNDCSSSVSSLRDGSMSPDICSDIEIDESAIKDEPMSPDSSCPASPTSQASSSQHQLSLNLAHLQSEMLFEPKHCGLLLTASSNSNNSLIKSQQRQQQILGQDNLLMAKMEIKSEKQST.... Result: 0 (no interaction).